Predict the product of the given reaction. From a dataset of Forward reaction prediction with 1.9M reactions from USPTO patents (1976-2016). Given the reactants C1(C(C)C=O)CCCCC1.[C:11]([C:13](=[CH:19][CH:20]([CH:22]1[CH2:27][CH2:26][CH2:25][CH2:24][CH2:23]1)[CH3:21])C(OCC)=O)#[N:12], predict the reaction product. The product is: [CH:22]1([CH:20]([CH3:21])[CH2:19][CH2:13][C:11]#[N:12])[CH2:27][CH2:26][CH2:25][CH2:24][CH2:23]1.